This data is from Full USPTO retrosynthesis dataset with 1.9M reactions from patents (1976-2016). The task is: Predict the reactants needed to synthesize the given product. (1) Given the product [NH2:14][C:11]1[CH:10]=[CH:9][C:8]([C:3]([CH2:6][CH3:7])([CH2:1][CH3:2])[C:4]#[N:5])=[CH:13][CH:12]=1, predict the reactants needed to synthesize it. The reactants are: [CH2:1]([C:3]([C:8]1[CH:13]=[CH:12][C:11]([N+:14]([O-])=O)=[CH:10][CH:9]=1)([CH2:6][CH3:7])[C:4]#[N:5])[CH3:2]. (2) Given the product [F:21][C:22]1[CH:27]=[C:26]([CH:25]=[CH:24][C:23]=1[C:2]1[CH:7]=[N:6][C:5]([O:8][CH2:9][CH:10]2[CH2:15][CH2:14][N:13]([CH2:16][C:17]([F:20])([CH3:19])[CH3:18])[CH2:12][CH2:11]2)=[CH:4][CH:3]=1)[C:28]([O:30][CH3:31])=[O:29], predict the reactants needed to synthesize it. The reactants are: Br[C:2]1[CH:3]=[CH:4][C:5]([O:8][CH2:9][CH:10]2[CH2:15][CH2:14][N:13]([CH2:16][C:17]([F:20])([CH3:19])[CH3:18])[CH2:12][CH2:11]2)=[N:6][CH:7]=1.[F:21][C:22]1[CH:27]=[C:26]([C:28]([O:30][CH3:31])=[O:29])[CH:25]=[CH:24][C:23]=1B(O)O.C([O-])([O-])=O.[Cs+].[Cs+]. (3) Given the product [CH2:1]([O:3][C:4]([C:6]1([C:9]2[CH:10]=[CH:11][C:12]([C:15]3[CH:20]=[CH:19][C:18]([C:21]4[O:25][N:24]=[C:23]([CH3:26])[C:22]=4[C:27](=[O:30])[CH2:28][CH2:29][C:32]4[CH:37]=[CH:36][CH:35]=[C:34]([C:38]([F:41])([F:40])[F:39])[CH:33]=4)=[CH:17][CH:16]=3)=[CH:13][CH:14]=2)[CH2:8][CH2:7]1)=[O:5])[CH3:2], predict the reactants needed to synthesize it. The reactants are: [CH2:1]([O:3][C:4]([C:6]1([C:9]2[CH:14]=[CH:13][C:12]([C:15]3[CH:20]=[CH:19][C:18]([C:21]4[O:25][N:24]=[C:23]([CH3:26])[C:22]=4[CH:27]([OH:30])[CH:28]=[CH2:29])=[CH:17][CH:16]=3)=[CH:11][CH:10]=2)[CH2:8][CH2:7]1)=[O:5])[CH3:2].I[C:32]1[CH:37]=[CH:36][CH:35]=[C:34]([C:38]([F:41])([F:40])[F:39])[CH:33]=1.